This data is from Reaction yield outcomes from USPTO patents with 853,638 reactions. The task is: Predict the reaction yield, written as a fraction of the theoretical maximum amount of product (1.0 means a 100% yield; for example, 0.34 means a 34% yield). (1) The reactants are BrCCBr.C[Si](Cl)(C)C.C[O:11][C:12](=[O:25])[CH:13]([NH:17][C:18]([O:20][C:21]([CH3:24])([CH3:23])[CH3:22])=[O:19])[CH2:14][CH2:15]I.I[C:27]1[CH:28]=[C:29]([CH:32]=[CH:33][CH:34]=1)[C:30]#[N:31].[OH-].[Na+].OS([O-])(=O)=O.[Na+]. The catalyst is CO.C1COCC1.[Zn].C1C=CC(/C=C/C(/C=C/C2C=CC=CC=2)=O)=CC=1.C1C=CC(/C=C/C(/C=C/C2C=CC=CC=2)=O)=CC=1.[Pd].CCOC(C)=O.CN(C=O)C. The yield is 0.960. The product is [C:21]([O:20][C:18]([NH:17][CH:13]([CH2:14][CH2:15][C:27]1[CH:34]=[CH:33][CH:32]=[C:29]([C:30]#[N:31])[CH:28]=1)[C:12]([OH:11])=[O:25])=[O:19])([CH3:24])([CH3:23])[CH3:22]. (2) The reactants are [OH:1][C:2]1[CH:9]=[CH:8][C:5]([CH:6]=[O:7])=[CH:4][CH:3]=1.[CH2:10](Br)[C:11]1[CH:16]=[CH:15][CH:14]=[CH:13][CH:12]=1.C(=O)([O-])[O-].[Cs+].[Cs+]. The catalyst is CS(C)=O. The product is [CH2:10]([O:1][C:2]1[CH:9]=[CH:8][C:5]([CH:6]=[O:7])=[CH:4][CH:3]=1)[C:11]1[CH:16]=[CH:15][CH:14]=[CH:13][CH:12]=1. The yield is 0.800. (3) The reactants are CC1(C)C(C)(C)OB([C:9]2[CH:18]=[C:17]3[C:12]([CH:13]=[C:14]([NH:19][C:20]([CH:22]4[CH2:24][CH2:23]4)=[O:21])[N:15]=[CH:16]3)=[CH:11][CH:10]=2)O1.Br[C:27]1[CH:32]=[C:31]([O:33][CH3:34])[CH:30]=[CH:29][C:28]=1[CH3:35].C(=O)([O-])[O-].[Cs+].[Cs+]. The catalyst is O1CCOCC1.O.C1C=CC(P(C2C=CC=CC=2)[C-]2C=CC=C2)=CC=1.C1C=CC(P(C2C=CC=CC=2)[C-]2C=CC=C2)=CC=1.Cl[Pd]Cl.[Fe+2]. The product is [CH3:34][O:33][C:31]1[CH:30]=[CH:29][C:28]([CH3:35])=[C:27]([C:9]2[CH:18]=[C:17]3[C:12]([CH:13]=[C:14]([NH:19][C:20]([CH:22]4[CH2:23][CH2:24]4)=[O:21])[N:15]=[CH:16]3)=[CH:11][CH:10]=2)[CH:32]=1. The yield is 0.184. (4) The reactants are [C:1]([C:3]1[CH:4]=[C:5]([CH:28]=[CH:29][CH:30]=1)[C:6]([NH:8][C:9]1[C:10]([NH:16][C:17](=[O:27])[C:18]2[CH:23]=[CH:22][C:21]([CH:24]([CH3:26])[CH3:25])=[CH:20][CH:19]=2)=[CH:11][C:12]([OH:15])=[CH:13][CH:14]=1)=[O:7])#[N:2].Cl.[NH2:32][OH:33].C(N(CC)CC)C. The catalyst is CCO. The product is [NH2:2][C:1](=[N:32][OH:33])[C:3]1[CH:4]=[C:5]([CH:28]=[CH:29][CH:30]=1)[C:6]([NH:8][C:9]1[C:10]([NH:16][C:17](=[O:27])[C:18]2[CH:23]=[CH:22][C:21]([CH:24]([CH3:26])[CH3:25])=[CH:20][CH:19]=2)=[CH:11][C:12]([OH:15])=[CH:13][CH:14]=1)=[O:7]. The yield is 0.500. (5) The reactants are [P:1]([O-:18])([O:10][CH2:11][C:12]1[CH:17]=[CH:16][CH:15]=[CH:14][CH:13]=1)[O:2][CH2:3][C:4]1[CH:9]=[CH:8][CH:7]=[CH:6][CH:5]=1.C=O.N1C=CC=CC=1.[F:27][C:28]([F:41])([F:40])[S:29]([O:32]S(C(F)(F)F)(=O)=O)(=[O:31])=[O:30]. The catalyst is C1COCC1.CCCCCC.C(OCC)(=O)C. The product is [PH:1](=[O:18])([O:10][CH2:11][C:12]1[CH:17]=[CH:16][CH:15]=[CH:14][CH:13]=1)[O:2][CH2:3][C:4]1[CH:9]=[CH:8][CH:7]=[CH:6][CH:5]=1.[OH:32][S:29]([C:28]([F:41])([F:40])[F:27])(=[O:31])=[O:30]. The yield is 0.410. (6) The reactants are Br[C:2]1[CH:7]=[CH:6][C:5]([F:8])=[CH:4][CH:3]=1.[P:9]([O-:16])([O:13][CH2:14][CH3:15])[O:10][CH2:11][CH3:12].C(N(CC)CC)C. The catalyst is [Pd].C1(P(C2C=CC=CC=2)C2C=CC=CC=2)C=CC=CC=1.C1(P(C2C=CC=CC=2)C2C=CC=CC=2)C=CC=CC=1.C1(P(C2C=CC=CC=2)C2C=CC=CC=2)C=CC=CC=1.C1(P(C2C=CC=CC=2)C2C=CC=CC=2)C=CC=CC=1.C(OCC)(=O)C. The product is [CH2:11]([O:10][P:9]([C:2]1[CH:7]=[CH:6][C:5]([F:8])=[CH:4][CH:3]=1)(=[O:16])[O:13][CH2:14][CH3:15])[CH3:12]. The yield is 0.940.